Dataset: Full USPTO retrosynthesis dataset with 1.9M reactions from patents (1976-2016). Task: Predict the reactants needed to synthesize the given product. (1) Given the product [N:26]1[CH:27]=[CH:28][CH:29]=[CH:30][C:25]=1[C:3]1[CH:7]=[C:6]([C:8]([O:10][CH2:11][CH3:12])=[O:9])[NH:5][N:4]=1, predict the reactants needed to synthesize it. The reactants are: C[Si](C)(C)[C:3]1[CH:7]=[C:6]([C:8]([O:10][CH2:11][CH3:12])=[O:9])[NH:5][N:4]=1.C(OCC=[N+]=[N-])(=O)C.C([C:25]1[CH:30]=[CH:29][CH:28]=[CH:27][N:26]=1)#C. (2) Given the product [CH3:1][N:2]1[CH:10]=[C:9]2[C:4]([CH:5]=[C:6]([C:11]3[C:12]4[C:19]([C:20]([O:22][CH2:42][CH:41]=[CH2:40])=[O:21])=[CH:18][N:17]([CH2:23][O:24][CH2:25][CH2:26][Si:27]([CH3:30])([CH3:29])[CH3:28])[C:13]=4[N:14]=[CH:15][N:16]=3)[CH:7]=[CH:8]2)=[N:3]1, predict the reactants needed to synthesize it. The reactants are: [CH3:1][N:2]1[CH:10]=[C:9]2[C:4]([CH:5]=[C:6]([C:11]3[C:12]4[C:19]([C:20]([OH:22])=[O:21])=[CH:18][N:17]([CH2:23][O:24][CH2:25][CH2:26][Si:27]([CH3:30])([CH3:29])[CH3:28])[C:13]=4[N:14]=[CH:15][N:16]=3)[CH:7]=[CH:8]2)=[N:3]1.CN(C(ON1N=N[C:41]2[CH:42]=CC=N[C:40]1=2)=[N+](C)C)C.F[P-](F)(F)(F)(F)F.C(O)C=C.CCN(C(C)C)C(C)C. (3) Given the product [CH3:1][O:2][C:3]1([C:16](=[O:22])[C:17](=[N+:34]=[N-:35])[C:18](=[O:21])[CH2:19][CH3:20])[CH2:4][CH2:5][N:6]([C:9]([O:11][C:12]([CH3:13])([CH3:15])[CH3:14])=[O:10])[CH2:7][CH2:8]1, predict the reactants needed to synthesize it. The reactants are: [CH3:1][O:2][C:3]1([C:16](=[O:22])[CH2:17][C:18](=[O:21])[CH2:19][CH3:20])[CH2:8][CH2:7][N:6]([C:9]([O:11][C:12]([CH3:15])([CH3:14])[CH3:13])=[O:10])[CH2:5][CH2:4]1.C(N(CC)CC)C.S([N:34]=[N+:35]=[N-])(C)(=O)=O.[OH-].[Na+].